Dataset: Reaction yield outcomes from USPTO patents with 853,638 reactions. Task: Predict the reaction yield, written as a fraction of the theoretical maximum amount of product (1.0 means a 100% yield; for example, 0.34 means a 34% yield). The yield is 1.00. No catalyst specified. The reactants are Br[C:2]1[C:3]2[N:4]([C:8]([CH2:11][C:12]([CH3:17])([N+:14]([O-:16])=[O:15])[CH3:13])=[CH:9][N:10]=2)[CH:5]=[CH:6][CH:7]=1.[F:18][C:19]([F:30])([F:29])[C:20]1[CH:25]=[CH:24][C:23](B(O)O)=[CH:22][CH:21]=1. The product is [CH3:13][C:12]([N+:14]([O-:16])=[O:15])([CH3:17])[CH2:11][C:8]1[N:4]2[CH:5]=[CH:6][CH:7]=[C:2]([C:23]3[CH:24]=[CH:25][C:20]([C:19]([F:30])([F:29])[F:18])=[CH:21][CH:22]=3)[C:3]2=[N:10][CH:9]=1.